Dataset: Catalyst prediction with 721,799 reactions and 888 catalyst types from USPTO. Task: Predict which catalyst facilitates the given reaction. (1) Reactant: [CH3:1][S:2]([C:5]1[CH:6]=[C:7]([C:11]2[S:15][C:14]([CH2:16][NH:17][S:18]([C:21]3[CH:26]=[CH:25][CH:24]=[CH:23][C:22]=3[C:27]([F:30])([F:29])[F:28])(=[O:20])=[O:19])=[CH:13][CH:12]=2)[CH:8]=[CH:9][CH:10]=1)(=[O:4])=[O:3].I[CH2:32][CH2:33][CH3:34].C(=O)([O-])[O-].[Cs+].[Cs+]. Product: [CH3:1][S:2]([C:5]1[CH:6]=[C:7]([C:11]2[S:15][C:14]([CH2:16][N:17]([CH2:32][CH2:33][CH3:34])[S:18]([C:21]3[CH:26]=[CH:25][CH:24]=[CH:23][C:22]=3[C:27]([F:30])([F:28])[F:29])(=[O:20])=[O:19])=[CH:13][CH:12]=2)[CH:8]=[CH:9][CH:10]=1)(=[O:3])=[O:4]. The catalyst class is: 80. (2) Reactant: Br[C:2]1[CH:3]=[N:4][C:5]2[CH:10]=[N:9][NH:8][C:6]=2[CH:7]=1.C([Li])CCC.Cl[C:17]([O:19][CH2:20][CH3:21])=[O:18]. Product: [CH2:20]([O:19][C:17]([C:2]1[CH:7]=[C:6]2[NH:8][N:9]=[CH:10][C:5]2=[N:4][CH:3]=1)=[O:18])[CH3:21]. The catalyst class is: 7.